From a dataset of Reaction yield outcomes from USPTO patents with 853,638 reactions. Predict the reaction yield, written as a fraction of the theoretical maximum amount of product (1.0 means a 100% yield; for example, 0.34 means a 34% yield). (1) The reactants are Br[C:2]1[CH:3]=[C:4]2[N:10]([CH3:11])[N:9]=[CH:8][C:5]2=[N:6][CH:7]=1.CC1(C)C(C)(C)OB([C:20]2[CH:25]=[CH:24][C:23]([CH2:26][C:27]([NH:29][C:30]3[CH:34]=[C:33]([C:35]4([C:38]([F:41])([F:40])[F:39])[CH2:37][CH2:36]4)[O:32][N:31]=3)=[O:28])=[CH:22][CH:21]=2)O1.C([O-])([O-])=O.[Na+].[Na+].CC#N. The catalyst is O. The product is [CH3:11][N:10]1[C:4]2[C:5](=[N:6][CH:7]=[C:2]([C:20]3[CH:21]=[CH:22][C:23]([CH2:26][C:27]([NH:29][C:30]4[CH:34]=[C:33]([C:35]5([C:38]([F:41])([F:39])[F:40])[CH2:36][CH2:37]5)[O:32][N:31]=4)=[O:28])=[CH:24][CH:25]=3)[CH:3]=2)[CH:8]=[N:9]1. The yield is 0.430. (2) The reactants are FC(F)(F)C(O)=O.[Br:8][C:9]1[CH:10]=[CH:11][C:12]([C:15]2([C:36]#[N:37])[CH:19]([CH2:20][C:21]([CH3:24])([CH3:23])[CH3:22])[NH:18][CH:17]([C:25](O)=[O:26])[CH:16]2[C:28]2[CH:33]=[CH:32][CH:31]=[C:30]([Cl:34])[C:29]=2[F:35])=[N:13][CH:14]=1.[NH2:38][C:39]1[CH:48]=[CH:47][C:42]([C:43]([O:45][CH3:46])=[O:44])=[CH:41][CH:40]=1.CN(C(ON1N=NC2C=CC=NC1=2)=[N+](C)C)C.F[P-](F)(F)(F)(F)F.CCN(C(C)C)C(C)C. The catalyst is C(Cl)Cl. The product is [CH3:46][O:45][C:43](=[O:44])[C:42]1[CH:47]=[CH:48][C:39]([NH:38][C:25]([C@H:17]2[C@H:16]([C:28]3[CH:33]=[CH:32][CH:31]=[C:30]([Cl:34])[C:29]=3[F:35])[C@:15]([C:12]3[CH:11]=[CH:10][C:9]([Br:8])=[CH:14][N:13]=3)([C:36]#[N:37])[C@H:19]([CH2:20][C:21]([CH3:23])([CH3:24])[CH3:22])[NH:18]2)=[O:26])=[CH:40][CH:41]=1. The yield is 0.200.